From a dataset of Peptide-MHC class I binding affinity with 185,985 pairs from IEDB/IMGT. Regression. Given a peptide amino acid sequence and an MHC pseudo amino acid sequence, predict their binding affinity value. This is MHC class I binding data. (1) The peptide sequence is FSHLNQCQI. The MHC is H-2-Db with pseudo-sequence H-2-Db. The binding affinity (normalized) is 0.797. (2) The peptide sequence is HPAHTTVAA. The MHC is HLA-A02:01 with pseudo-sequence HLA-A02:01. The binding affinity (normalized) is 0.156. (3) The peptide sequence is DRLASTVIY. The MHC is HLA-A02:03 with pseudo-sequence HLA-A02:03. The binding affinity (normalized) is 0.0847. (4) The peptide sequence is TLKRRSWPLN. The MHC is HLA-A32:01 with pseudo-sequence HLA-A32:01. The binding affinity (normalized) is 0.0888. (5) The peptide sequence is NPKLRNCRI. The MHC is HLA-A11:01 with pseudo-sequence HLA-A11:01. The binding affinity (normalized) is 0.0847. (6) The peptide sequence is VTLDGQQFY. The MHC is HLA-A24:02 with pseudo-sequence HLA-A24:02. The binding affinity (normalized) is 0. (7) The peptide sequence is LMDENTYAM. The MHC is HLA-A02:12 with pseudo-sequence HLA-A02:12. The binding affinity (normalized) is 1.00.